Dataset: Full USPTO retrosynthesis dataset with 1.9M reactions from patents (1976-2016). Task: Predict the reactants needed to synthesize the given product. (1) Given the product [Cl:1][C:2]1[CH:3]=[CH:4][C:5]([CH:13]=[O:14])=[C:6]([F:12])[C:7]=1[OH:8], predict the reactants needed to synthesize it. The reactants are: [Cl:1][C:2]1[C:7]([O:8]C(=O)C)=[C:6]([F:12])[C:5]([CH:13]=[O:14])=[CH:4][CH:3]=1.[OH-].[Na+]. (2) Given the product [O:46]=[C:37]([NH:36][CH2:33][CH2:34][CH3:35])[CH:38]([NH:39][C:26]([C:24]1[O:25][C:21]2[CH:22]=[CH:29][C:18]([NH:17][C:15]([C:10]3[C:9]([C:6]4[CH:5]=[CH:4][C:3]([C:2]([F:30])([F:31])[F:1])=[CH:8][CH:7]=4)=[CH:14][CH:13]=[CH:12][CH:11]=3)=[O:16])=[CH:19][C:20]=2[CH:23]=1)=[O:28])[C:40]1[CH:45]=[CH:44][CH:43]=[CH:42][CH:41]=1, predict the reactants needed to synthesize it. The reactants are: [F:1][C:2]([F:31])([F:30])[C:3]1[CH:8]=[CH:7][C:6]([C:9]2[C:10]([C:15]([NH:17][C:18]3[CH:19]=[CH:20][C:21]4[O:25][C:24]([C:26]([OH:28])=O)=[CH:23][C:22]=4[CH:29]=3)=[O:16])=[CH:11][CH:12]=[CH:13][CH:14]=2)=[CH:5][CH:4]=1.Cl.[CH2:33]([NH:36][C:37](=[O:46])[C@H:38]([C:40]1[CH:45]=[CH:44][CH:43]=[CH:42][CH:41]=1)[NH2:39])[CH2:34][CH3:35].C1CN([P+](Br)(N2CCCC2)N2CCCC2)CC1.F[P-](F)(F)(F)(F)F.C(N(C(C)C)CC)(C)C. (3) Given the product [CH3:3][O:4][C:5]1[CH:6]=[C:7]([C:17]([Cl:22])=[C:18]([Cl:19])[Cl:20])[CH:8]=[C:9]([C:11]([Cl:16])=[C:12]([Cl:13])[Cl:14])[CH:10]=1, predict the reactants needed to synthesize it. The reactants are: [OH-].[Na+].[CH3:3][O:4][C:5]1[CH:10]=[C:9]([CH:11]([Cl:16])[C:12](Cl)([Cl:14])[Cl:13])[CH:8]=[C:7]([CH:17]([Cl:22])[C:18](Cl)([Cl:20])[Cl:19])[CH:6]=1. (4) Given the product [CH3:31][NH:30][CH:27]1[CH2:28][CH2:29][N:24]([C:22]([C:21]2[CH:20]=[CH:19][C:18]([C:15]3[CH:16]=[CH:17][C:12]4[N:13]([C:9]([C:6]5[CH:5]=[CH:4][C:3]([C:1]#[N:2])=[CH:8][CH:7]=5)=[CH:10][N:11]=4)[N:14]=3)=[CH:40][CH:39]=2)=[O:23])[CH2:25][CH2:26]1, predict the reactants needed to synthesize it. The reactants are: [C:1]([C:3]1[CH:8]=[CH:7][C:6]([C:9]2[N:13]3[N:14]=[C:15]([C:18]4[CH:40]=[CH:39][C:21]([C:22]([N:24]5[CH2:29][CH2:28][CH:27]([N:30](C)[C:31](=O)OC(C)(C)C)[CH2:26][CH2:25]5)=[O:23])=[CH:20][CH:19]=4)[CH:16]=[CH:17][C:12]3=[N:11][CH:10]=2)=[CH:5][CH:4]=1)#[N:2].C(O)(C(F)(F)F)=O.